Regression. Given two drug SMILES strings and cell line genomic features, predict the synergy score measuring deviation from expected non-interaction effect. From a dataset of Merck oncology drug combination screen with 23,052 pairs across 39 cell lines. (1) Synergy scores: synergy=4.50. Cell line: SW620. Drug 1: COC12C(COC(N)=O)C3=C(C(=O)C(C)=C(N)C3=O)N1CC1NC12. Drug 2: CC(C)CC(NC(=O)C(Cc1ccccc1)NC(=O)c1cnccn1)B(O)O. (2) Drug 1: CCN(CC)CCNC(=O)c1c(C)[nH]c(C=C2C(=O)Nc3ccc(F)cc32)c1C. Drug 2: Cc1nc(Nc2ncc(C(=O)Nc3c(C)cccc3Cl)s2)cc(N2CCN(CCO)CC2)n1. Cell line: SW620. Synergy scores: synergy=35.4. (3) Drug 1: O=C(NOCC(O)CO)c1ccc(F)c(F)c1Nc1ccc(I)cc1F. Drug 2: Cn1cc(-c2cnn3c(N)c(Br)c(C4CCCNC4)nc23)cn1. Cell line: A2780. Synergy scores: synergy=26.4. (4) Drug 1: CC(=O)OC1C(=O)C2(C)C(O)CC3OCC3(OC(C)=O)C2C(OC(=O)c2ccccc2)C2(O)CC(OC(=O)C(O)C(NC(=O)c3ccccc3)c3ccccc3)C(C)=C1C2(C)C. Drug 2: CC(C)CC(NC(=O)C(Cc1ccccc1)NC(=O)c1cnccn1)B(O)O. Cell line: NCIH520. Synergy scores: synergy=-41.9. (5) Cell line: SW620. Synergy scores: synergy=0.877. Drug 1: CN1C(=O)C=CC2(C)C3CCC4(C)C(NC(=O)OCC(F)(F)F)CCC4C3CCC12. Drug 2: CN(C)C(=N)N=C(N)N. (6) Drug 1: O=c1[nH]cc(F)c(=O)[nH]1. Drug 2: CC1(c2nc3c(C(N)=O)cccc3[nH]2)CCCN1. Cell line: NCIH460. Synergy scores: synergy=-6.61. (7) Drug 1: O=C(CCCCCCC(=O)Nc1ccccc1)NO. Drug 2: CS(=O)(=O)CCNCc1ccc(-c2ccc3ncnc(Nc4ccc(OCc5cccc(F)c5)c(Cl)c4)c3c2)o1. Cell line: OV90. Synergy scores: synergy=0.0171.